Dataset: Reaction yield outcomes from USPTO patents with 853,638 reactions. Task: Predict the reaction yield, written as a fraction of the theoretical maximum amount of product (1.0 means a 100% yield; for example, 0.34 means a 34% yield). (1) The catalyst is C1COCC1.O. The reactants are [F:1][C:2]1[CH:7]=[CH:6][C:5]([C:8]2[N:9]=[C:10]([C:13]([CH3:18])([CH3:17])C(O)=O)[S:11][CH:12]=2)=[CH:4][CH:3]=1.[CH2:19]([N:21]([CH2:24]C)[CH2:22]C)C.Cl[C:27]([O:29][CH2:30][CH:31]([CH3:33])[CH3:32])=[O:28].[N-:34]=[N+]=[N-].[Na+].N12CCC(CC1)[C@H](O)C2. The product is [F:1][C:2]1[CH:3]=[CH:4][C:5]([C:8]2[N:9]=[C:10]([C:13]([NH:34][C:27](=[O:28])[O:29][C@H:30]3[CH:31]4[CH2:33][CH2:24][N:21]([CH2:22][CH2:32]4)[CH2:19]3)([CH3:17])[CH3:18])[S:11][CH:12]=2)=[CH:6][CH:7]=1. The yield is 0.690. (2) The reactants are Br[C:2]1[CH:6]=[CH:5][S:4][C:3]=1[C:7]1[CH:12]=[CH:11][N:10]=[C:9]2[N:13](S(C3C=CC(C)=CC=3)(=O)=O)[CH:14]=[CH:15][C:8]=12.[C:26]([NH:33][C:34]1[CH:39]=[CH:38][C:37](B(O)O)=[CH:36][CH:35]=1)([O:28][C:29]([CH3:32])([CH3:31])[CH3:30])=[O:27].O.[OH-].[Ba+2].[OH-]. The catalyst is COCCOC.C1C=CC([P]([Pd]([P](C2C=CC=CC=2)(C2C=CC=CC=2)C2C=CC=CC=2)([P](C2C=CC=CC=2)(C2C=CC=CC=2)C2C=CC=CC=2)[P](C2C=CC=CC=2)(C2C=CC=CC=2)C2C=CC=CC=2)(C2C=CC=CC=2)C2C=CC=CC=2)=CC=1. The product is [NH:13]1[C:9]2=[N:10][CH:11]=[CH:12][C:7]([C:3]3[S:4][CH:5]=[CH:6][C:2]=3[C:37]3[CH:36]=[CH:35][C:34]([NH:33][C:26](=[O:27])[O:28][C:29]([CH3:31])([CH3:30])[CH3:32])=[CH:39][CH:38]=3)=[C:8]2[CH:15]=[CH:14]1. The yield is 0.400. (3) The reactants are S(=O)(=O)(O)O.[N+:6]([O-:9])([OH:8])=[O:7].C(O)C(O)C[O:13][CH2:14][CH:15]([OH:18])[CH2:16][OH:17]. The catalyst is C(Cl)Cl. The product is [N+:6]([O-:9])([OH:8])=[O:7].[N+:6]([O-:9])([OH:8])=[O:7].[N+:6]([O-:9])([OH:8])=[O:7].[N+:6]([O-:9])([OH:8])=[O:7].[OH:13][CH2:14][CH:15]([CH2:16][OH:17])[OH:18].[OH:13][CH2:14][CH:15]([CH2:16][OH:17])[OH:18]. The yield is 0.973.